Dataset: Full USPTO retrosynthesis dataset with 1.9M reactions from patents (1976-2016). Task: Predict the reactants needed to synthesize the given product. (1) Given the product [C:19]([O:23][C:24]([N:26]1[CH2:27][CH2:28][CH:29]([N:32]2[CH:36]=[C:35]([C:2]3[CH:7]=[N:6][C:5]([NH2:8])=[C:4]([C:9]4[O:10][C:11]5[CH:18]=[CH:17][CH:16]=[CH:15][C:12]=5[C:13]=4[Cl:14])[CH:3]=3)[CH:34]=[N:33]2)[CH2:30][CH2:31]1)=[O:25])([CH3:22])([CH3:20])[CH3:21], predict the reactants needed to synthesize it. The reactants are: Br[C:2]1[CH:3]=[C:4]([C:9]2[O:10][C:11]3[CH:18]=[CH:17][CH:16]=[CH:15][C:12]=3[C:13]=2[Cl:14])[C:5]([NH2:8])=[N:6][CH:7]=1.[C:19]([O:23][C:24]([N:26]1[CH2:31][CH2:30][CH:29]([N:32]2[CH:36]=[C:35](B3OC(C)(C)C(C)(C)O3)[CH:34]=[N:33]2)[CH2:28][CH2:27]1)=[O:25])([CH3:22])([CH3:21])[CH3:20].O1CCOCC1.C([O-])([O-])=O.[Cs+].[Cs+].O. (2) Given the product [CH3:15][CH:16]1[CH2:44][O:43][C:19]2([O:23][CH:22]3[CH2:24][CH:25]4[CH:30]5[CH2:31][CH2:32][CH:33]6[CH2:38][CH:37]([O:39][C:64]([C:65]7[CH:70]=[CH:69][CH:68]=[CH:67][CH:66]=7)=[O:71])[CH2:36][CH2:35][C:34]6([CH3:40])[CH:29]5[CH2:28][CH2:27][C:26]4([CH3:41])[CH:21]3[CH:20]2[CH3:42])[CH2:18][CH2:17]1, predict the reactants needed to synthesize it. The reactants are: CC(OC(/N=N/C(OC(C)C)=O)=O)C.[CH3:15][C@H:16]1[CH2:44][O:43][C@@:19]2([O:23][C@H:22]3[CH2:24][C@H:25]4[C@@H:30]5[CH2:31][CH2:32][C@@H:33]6[CH2:38][C@H:37]([OH:39])[CH2:36][CH2:35][C@:34]6([CH3:40])[C@H:29]5[CH2:28][CH2:27][C@:26]4([CH3:41])[C@H:21]3[C@@H:20]2[CH3:42])[CH2:18][CH2:17]1.C1(P(C2C=CC=CC=2)C2C=CC=CC=2)C=CC=CC=1.[C:64](O)(=[O:71])[C:65]1[CH:70]=[CH:69][CH:68]=[CH:67][CH:66]=1. (3) Given the product [CH:2]([N:5]1[C:33](=[O:34])[CH:9]=[CH:8][C:7]([C:12]2[S:16][C:15]([N:17]([CH3:18])[C:25](=[O:27])[CH3:26])=[N:14][C:13]=2[C:19]2[CH:24]=[CH:23][CH:22]=[CH:21][CH:20]=2)=[N:6]1)([CH3:4])[CH3:3], predict the reactants needed to synthesize it. The reactants are: Br.[CH:2]([N:5]1C(=O)[CH:9]=[CH:8][C:7]([C:12]2[S:16][C:15]([NH:17][CH3:18])=[N:14][C:13]=2[C:19]2[CH:24]=[CH:23][CH:22]=[CH:21][CH:20]=2)=[N:6]1)([CH3:4])[CH3:3].[C:25](Cl)(=[O:27])[CH3:26].C(Cl)(Cl)Cl.[CH3:33][OH:34]. (4) Given the product [OH:13][C:14]1([CH:48]2[CH2:49][CH2:50][O:51][CH2:52][CH2:53]2)[CH2:15][CH2:16][CH:17]([N:20]2[C:25](=[O:26])[C:24]([CH2:27][C:28]3[CH:29]=[CH:30][C:31]([C:34]4[CH:39]=[CH:38][CH:37]=[CH:36][C:35]=4[C:40]4[NH:3][C:4](=[O:7])[O:5][N:41]=4)=[CH:32][CH:33]=3)=[C:23]([CH2:42][CH2:43][CH3:44])[N:22]3[N:45]=[CH:46][N:47]=[C:21]23)[CH2:18][CH2:19]1, predict the reactants needed to synthesize it. The reactants are: [Cl-].O[NH3+:3].[C:4](=[O:7])([O-])[OH:5].[Na+].CS(C)=O.[OH:13][C:14]1([CH:48]2[CH2:53][CH2:52][O:51][CH2:50][CH2:49]2)[CH2:19][CH2:18][CH:17]([N:20]2[C:25](=[O:26])[C:24]([CH2:27][C:28]3[CH:33]=[CH:32][C:31]([C:34]4[C:35]([C:40]#[N:41])=[CH:36][CH:37]=[CH:38][CH:39]=4)=[CH:30][CH:29]=3)=[C:23]([CH2:42][CH2:43][CH3:44])[N:22]3[N:45]=[CH:46][N:47]=[C:21]23)[CH2:16][CH2:15]1. (5) Given the product [C:3]([C:12]1[CH:13]=[N:14][CH:15]=[C:16]([CH:24]=1)[C:17]([O:19][C:20]([CH3:23])([CH3:22])[CH3:21])=[O:18])#[N:4], predict the reactants needed to synthesize it. The reactants are: BrC1[CH:3]=[N:4]C=C(C=1)C(O)=O.Br[C:12]1[CH:13]=[N:14][CH:15]=[C:16]([CH:24]=1)[C:17]([O:19][C:20]([CH3:23])([CH3:22])[CH3:21])=[O:18].CC(C)C(N)=O. (6) Given the product [CH:1]1([N:7]2[CH2:13][C:12]([F:14])([F:15])[C:11](=[O:16])[N:10]([CH3:17])[C:9]3[CH:18]=[N:19][C:20]([NH:22][C:23]4[CH:31]=[CH:30][C:26]([C:27]([NH:58][CH2:59][C@H:60]([OH:62])[CH3:61])=[O:28])=[CH:25][C:24]=4[O:32][CH3:33])=[N:21][C:8]2=3)[CH2:2][CH2:3][CH2:4][CH2:5][CH2:6]1, predict the reactants needed to synthesize it. The reactants are: [CH:1]1([N:7]2[CH2:13][C:12]([F:15])([F:14])[C:11](=[O:16])[N:10]([CH3:17])[C:9]3[CH:18]=[N:19][C:20]([NH:22][C:23]4[CH:31]=[CH:30][C:26]([C:27](O)=[O:28])=[CH:25][C:24]=4[O:32][CH3:33])=[N:21][C:8]2=3)[CH2:6][CH2:5][CH2:4][CH2:3][CH2:2]1.CN(C(ON1N=NC2C=CC=NC1=2)=[N+](C)C)C.F[P-](F)(F)(F)(F)F.[NH2:58][CH2:59][C@@H:60]([OH:62])[CH3:61].